This data is from Full USPTO retrosynthesis dataset with 1.9M reactions from patents (1976-2016). The task is: Predict the reactants needed to synthesize the given product. (1) Given the product [Cl:1][C:2]1[CH:10]=[CH:9][C:8]2[N:7](/[CH:11]=[C:12](/[C:16]3[CH:21]=[CH:20][N:19]=[CH:18][CH:17]=3)\[CH2:13][CH3:14])[C:6]3[CH2:22][CH2:23][N:24]([CH3:26])[CH2:25][C:5]=3[C:4]=2[CH:3]=1, predict the reactants needed to synthesize it. The reactants are: [Cl:1][C:2]1[CH:10]=[CH:9][C:8]2[N:7]([CH2:11][C:12]([C:16]3[CH:21]=[CH:20][N:19]=[CH:18][CH:17]=3)(O)[CH2:13][CH3:14])[C:6]3[CH2:22][CH2:23][N:24]([CH3:26])[CH2:25][C:5]=3[C:4]=2[CH:3]=1.CN(C=O)C.S(Cl)(Cl)=O.C(=O)(O)[O-].[Na+]. (2) Given the product [F:12][C:11]([F:14])([F:13])[C:8]1[N:6]2[N:7]=[C:2]([N:18]3[CH2:19][CH2:20][N:15]([C:21]#[N:22])[CH2:16][CH2:17]3)[CH:3]=[CH:4][C:5]2=[N:10][N:9]=1, predict the reactants needed to synthesize it. The reactants are: Cl[C:2]1[CH:3]=[CH:4][C:5]2[N:6]([C:8]([C:11]([F:14])([F:13])[F:12])=[N:9][N:10]=2)[N:7]=1.[N:15]1([C:21]#[N:22])[CH2:20][CH2:19][NH:18][CH2:17][CH2:16]1.CCN(C(C)C)C(C)C. (3) Given the product [Cl:61][C:62]1[CH:63]=[C:64]2[C:69](=[CH:70][CH:71]=1)[C@@:68]1([CH2:77][O:76][C:75]3[CH:78]=[CH:79][C:80]([C:82]([OH:84])=[O:83])=[CH:81][C:74]=3[N:73]([CH2:85][C@@H:86]3[CH2:89][CH2:88][C@H:87]3[C@@H:90]([OH:103])/[CH:91]=[CH:92]/[CH2:93][C@H:94]([CH3:102])[C@@H:95]([S:98](=[O:100])(=[O:101])[NH2:99])[CH2:96][CH3:97])[CH2:72]1)[CH2:67][CH2:66][CH2:65]2, predict the reactants needed to synthesize it. The reactants are: ClC1C=C2C(=CC=1)[C@@]1(COC3C=CC(C(O)=O)=CC=3N(C[C@@H]3CC[C@H]3[C@@H](O)/C=C/CCC)C1)CCC2.C[C@@H](CC=C)[C@H](S(N)(=O)=O)CC.C[C@@H](CC=C)[C@@H](S(N)(=O)=O)CC.[Cl:61][C:62]1[CH:63]=[C:64]2[C:69](=[CH:70][CH:71]=1)[C@@:68]1([CH2:77][O:76][C:75]3[CH:78]=[CH:79][C:80]([C:82]([OH:84])=[O:83])=[CH:81][C:74]=3[N:73]([CH2:85][C@@H:86]3[CH2:89][CH2:88][C@H:87]3[C@@H:90]([OH:103])/[CH:91]=[CH:92]/[CH2:93][C@H:94]([CH3:102])[C@H:95]([S:98](=[O:101])(=[O:100])[NH2:99])[CH2:96][CH3:97])[CH2:72]1)[CH2:67][CH2:66][CH2:65]2. (4) Given the product [C:40]([C:34]1[N:33]=[CH:32][C:31]([C:11]2[N:10]([C:8]([N:5]3[CH2:4][CH2:3][CH:2]([NH:1][CH2:45][C:46]([NH2:48])=[O:47])[CH2:7][CH2:6]3)=[O:9])[C@@:14]([C:16]3[CH:21]=[CH:20][C:19]([Cl:22])=[CH:18][CH:17]=3)([CH3:15])[C@@:13]([C:24]3[CH:29]=[CH:28][C:27]([Cl:30])=[CH:26][CH:25]=3)([CH3:23])[N:12]=2)=[C:36]([O:37][CH2:38][CH3:39])[CH:35]=1)([CH3:42])([CH3:41])[CH3:43], predict the reactants needed to synthesize it. The reactants are: [NH2:1][CH:2]1[CH2:7][CH2:6][N:5]([C:8]([N:10]2[C@@:14]([C:16]3[CH:21]=[CH:20][C:19]([Cl:22])=[CH:18][CH:17]=3)([CH3:15])[C@@:13]([C:24]3[CH:29]=[CH:28][C:27]([Cl:30])=[CH:26][CH:25]=3)([CH3:23])[N:12]=[C:11]2[C:31]2[CH:32]=[N:33][C:34]([C:40]([CH3:43])([CH3:42])[CH3:41])=[CH:35][C:36]=2[O:37][CH2:38][CH3:39])=[O:9])[CH2:4][CH2:3]1.I[CH2:45][C:46]([NH2:48])=[O:47].